This data is from Full USPTO retrosynthesis dataset with 1.9M reactions from patents (1976-2016). The task is: Predict the reactants needed to synthesize the given product. (1) Given the product [CH3:13][C:5]([CH3:14])([CH2:6][CH2:7][CH2:8][CH2:9][CH2:10][CH:11]=[CH2:12])[C:4]([OH:15])=[O:3], predict the reactants needed to synthesize it. The reactants are: C([O:3][C:4](=[O:15])[C:5]([CH3:14])([CH3:13])[CH2:6][CH2:7][CH2:8][CH2:9][CH2:10][CH:11]=[CH2:12])C.[Li+].[OH-]. (2) The reactants are: [NH:1]1[C:9]2[C:4](=[CH:5][CH:6]=[CH:7][CH:8]=2)[C:3](/[CH:10]=[CH:11]/[C:12]2[CH:17]=[CH:16][CH:15]=[CH:14][C:13]=2[NH2:18])=[N:2]1.C([N:27]=[C:28]=[S:29])(=O)C1C=CC=CC=1.O. Given the product [NH:1]1[C:9]2[C:4](=[CH:5][CH:6]=[CH:7][CH:8]=2)[C:3](/[CH:10]=[CH:11]/[C:12]2[CH:17]=[CH:16][CH:15]=[CH:14][C:13]=2[NH:18][C:28]([NH2:27])=[S:29])=[N:2]1, predict the reactants needed to synthesize it. (3) Given the product [CH3:34][C:21]1([CH3:35])[O:20][C:19]([NH:18][C@H:11]([C:12]2[CH:17]=[CH:16][CH:15]=[CH:14][CH:13]=2)[CH2:10][CH2:9][OH:8])=[N:24][S:23](=[O:26])(=[O:25])[CH:22]1[C:27]1[CH:28]=[C:29]([CH3:33])[CH:30]=[CH:31][CH:32]=1, predict the reactants needed to synthesize it. The reactants are: [Si]([O:8][CH2:9][CH2:10][C@H:11]([NH:18][C:19]1[O:20][C:21]([CH3:35])([CH3:34])[CH:22]([C:27]2[CH:28]=[C:29]([CH3:33])[CH:30]=[CH:31][CH:32]=2)[S:23](=[O:26])(=[O:25])[N:24]=1)[C:12]1[CH:17]=[CH:16][CH:15]=[CH:14][CH:13]=1)(C(C)(C)C)(C)C.Cl. (4) Given the product [O:1]=[C:2]1[C:10]2[N:9]=[CH:8][C:7]([C:11]#[N:12])=[CH:6][C:5]=2[CH2:4][CH2:3]1, predict the reactants needed to synthesize it. The reactants are: [OH:1][CH:2]1[C:10]2[N:9]=[CH:8][C:7]([C:11]#[N:12])=[CH:6][C:5]=2[CH2:4][CH2:3]1.CC(OI1(OC(C)=O)(OC(C)=O)OC(=O)C2C=CC=CC1=2)=O.C([O-])([O-])=O.[Na+].[Na+]. (5) Given the product [CH2:26]([C:27]1[CH:28]=[CH:29][C:30]([C:33]([N:7]2[CH2:6][CH2:5][C:4]3[C:9](=[C:10]([N:13]4[CH2:14][CH2:15][N:16]([CH3:19])[CH2:17][CH2:18]4)[CH:11]=[CH:12][C:3]=3[O:2][CH3:1])[CH2:8]2)=[O:34])=[CH:31][CH:32]=1)[C:23]1[CH:22]=[CH:21][CH:20]=[CH:25][CH:24]=1, predict the reactants needed to synthesize it. The reactants are: [CH3:1][O:2][C:3]1[CH:12]=[CH:11][C:10]([N:13]2[CH2:18][CH2:17][N:16]([CH3:19])[CH2:15][CH2:14]2)=[C:9]2[C:4]=1[CH2:5][CH2:6][NH:7][CH2:8]2.[CH:20]1[CH:25]=[CH:24][C:23]([CH2:26][C:27]2[CH:32]=[CH:31][C:30]([C:33](O)=[O:34])=[CH:29][CH:28]=2)=[CH:22][CH:21]=1. (6) The reactants are: [CH3:1][CH:2]([CH3:21])[CH2:3][CH2:4][NH:5][C:6]([C:8]1[S:12][C:11]([N:13]2[CH2:20][C:19]3[CH2:18][NH:17][CH2:16][C:15]=3[CH2:14]2)=[N:10][CH:9]=1)=[O:7].FC(F)(F)C([O-])=O.C(N(CC)CC)C.[F:36][C:37]([F:48])([F:47])[C:38]1[CH:46]=[CH:45][CH:44]=[CH:43][C:39]=1[C:40](Cl)=[O:41]. Given the product [CH3:1][CH:2]([CH3:21])[CH2:3][CH2:4][NH:5][C:6]([C:8]1[S:12][C:11]([N:13]2[CH2:14][C:15]3[CH2:16][N:17]([C:40](=[O:41])[C:39]4[CH:43]=[CH:44][CH:45]=[CH:46][C:38]=4[C:37]([F:36])([F:47])[F:48])[CH2:18][C:19]=3[CH2:20]2)=[N:10][CH:9]=1)=[O:7], predict the reactants needed to synthesize it. (7) Given the product [CH:4]1([NH:5][C:6]([C:8]2[N:9]([CH3:28])[CH:10]=[C:11]([C:13]([C:15]3[C:16]([C:21]4[CH:26]=[CH:25][CH:24]=[C:23]([F:55])[CH:22]=4)=[N:17][O:18][C:19]=3[CH3:20])=[O:14])[CH:12]=2)=[O:7])[CH2:2][CH2:3][CH2:1]1, predict the reactants needed to synthesize it. The reactants are: [CH:1]1([CH2:4][NH:5][C:6]([C:8]2[N:9]([CH3:28])[CH:10]=[C:11]([C:13]([C:15]3[C:16]([C:21]4[CH:26]=[CH:25][C:24](F)=[CH:23][CH:22]=4)=[N:17][O:18][C:19]=3[CH3:20])=[O:14])[CH:12]=2)=[O:7])[CH2:3][CH2:2]1.C1(NC(C2NC=C(C(C3C(C4C=CC=C([F:55])C=4)=NOC=3C)=O)C=2)=O)CCC1.